Dataset: Forward reaction prediction with 1.9M reactions from USPTO patents (1976-2016). Task: Predict the product of the given reaction. (1) Given the reactants [CH3:1][Si:2]([C:5]#[CH:6])([CH3:4])[CH3:3].[NH2:7][C:8]1[N:9]=[C:10]([CH3:22])[C:11]2[CH:17]=[C:16](Br)[C:15](=[O:19])[N:14]([CH2:20][CH3:21])[C:12]=2[N:13]=1.C([O-])(O)=O.[Na+], predict the reaction product. The product is: [NH2:7][C:8]1[N:9]=[C:10]([CH3:22])[C:11]2[CH:17]=[C:16]([C:6]#[C:5][Si:2]([CH3:4])([CH3:3])[CH3:1])[C:15](=[O:19])[N:14]([CH2:20][CH3:21])[C:12]=2[N:13]=1. (2) Given the reactants CC(C)([O-])C.[K+].[C:7]([C:9]1[CH:10]=[C:11]([C:23]2[N:28]=[CH:27][N:26]=[C:25]([NH:29][C:30]3[CH:35]=[CH:34][C:33]([CH:36]4[CH2:41][CH2:40][N:39]([C:42]([O:44][C:45]([CH3:48])([CH3:47])[CH3:46])=[O:43])[CH2:38][CH2:37]4)=[CH:32][CH:31]=3)[N:24]=2)[CH:12]=[CH:13][C:14]=1[O:15][C@H:16]1[CH2:21][CH2:20][O:19][CH2:18][C@H:17]1[F:22])#[N:8].F[C@H]1[C@@H](O)CCOC1.C(C1C=C(C2N=CN=C(NC3C=CC(C4CCN(C(OC(C)(C)C)=O)CC4)=CC=3)N=2)C=CC=1F)#N, predict the reaction product. The product is: [C:7]([C:9]1[CH:10]=[C:11]([C:23]2[N:28]=[CH:27][N:26]=[C:25]([NH:29][C:30]3[CH:31]=[CH:32][C:33]([CH:36]4[CH2:41][CH2:40][N:39]([C:42]([O:44][C:45]([CH3:48])([CH3:47])[CH3:46])=[O:43])[CH2:38][CH2:37]4)=[CH:34][CH:35]=3)[N:24]=2)[CH:12]=[CH:13][C:14]=1[O:15][C@H:16]1[CH2:21][CH2:20][O:19][CH2:18][C@H:17]1[F:22])#[N:8]. (3) Given the reactants N1C=CC=C(OCC2CC3N(C(OC(C)(C)C)=O)C2CC3)N=1.[CH3:23][N:24]1[C:28]([O:29][CH2:30][CH:31]2[CH2:36][CH:35]3[N:37](C(OC(C)(C)C)=O)[CH:32]2[CH2:33][CH2:34]3)=[CH:27][CH:26]=[N:25]1, predict the reaction product. The product is: [CH3:23][N:24]1[C:28]([O:29][CH2:30][CH:31]2[CH2:36][CH:35]3[NH:37][CH:32]2[CH2:33][CH2:34]3)=[CH:27][CH:26]=[N:25]1. (4) Given the reactants [F:1][C:2]1[CH:3]=[C:4]([C:21]([O:23][CH3:24])=[O:22])[C:5]2[O:9][C:8]([C:10]3[CH:15]=[CH:14][C:13]([CH2:16][N:17]([CH3:19])[CH3:18])=[CH:12][CH:11]=3)=[CH:7][C:6]=2[CH:20]=1.[C:25]([C:27]1C=CC(CN2CCCCC2)=CC=1)#[CH:26].FC1C=C(C(OC)=O)C(O)=C(I)C=1, predict the reaction product. The product is: [F:1][C:2]1[CH:3]=[C:4]([C:21]([O:23][CH3:24])=[O:22])[C:5]2[O:9][C:8]([C:10]3[CH:15]=[CH:14][C:13]([CH2:16][N:17]4[CH2:19][CH2:27][CH2:25][CH2:26][CH2:18]4)=[CH:12][CH:11]=3)=[CH:7][C:6]=2[CH:20]=1. (5) Given the reactants [F:1][C:2]1[CH:7]=[CH:6][C:5]([C:8]2[S:12][C:11]([CH3:13])=[N:10][C:9]=2[C:14]([N:16]2[CH2:21][CH2:20][CH2:19][C@@H:18]([CH3:22])[C@@H:17]2[CH2:23][NH:24]C(=O)OC(C)(C)C)=[O:15])=[CH:4][CH:3]=1.C(O)(C(F)(F)F)=O, predict the reaction product. The product is: [NH2:24][CH2:23][C@H:17]1[C@H:18]([CH3:22])[CH2:19][CH2:20][CH2:21][N:16]1[C:14]([C:9]1[N:10]=[C:11]([CH3:13])[S:12][C:8]=1[C:5]1[CH:4]=[CH:3][C:2]([F:1])=[CH:7][CH:6]=1)=[O:15]. (6) Given the reactants [CH2:1]([N:8]1[CH2:13][CH2:12][CH:11]([C:14]2[CH:15]=[CH:16][C:17]([C:20]3[O:21][C:22]4[CH:28]=[CH:27][C:26](Br)=[CH:25][C:23]=4[CH:24]=3)=[N:18][CH:19]=2)[CH2:10][CH2:9]1)[C:2]1[CH:7]=[CH:6][CH:5]=[CH:4][CH:3]=1.[CH3:30][S:31]([O-:33])=[O:32].[Na+].CNCCNC.O, predict the reaction product. The product is: [CH2:1]([N:8]1[CH2:13][CH2:12][CH:11]([C:14]2[CH:15]=[CH:16][C:17]([C:20]3[O:21][C:22]4[CH:28]=[CH:27][C:26]([S:31]([CH3:30])(=[O:33])=[O:32])=[CH:25][C:23]=4[CH:24]=3)=[N:18][CH:19]=2)[CH2:10][CH2:9]1)[C:2]1[CH:7]=[CH:6][CH:5]=[CH:4][CH:3]=1. (7) Given the reactants [CH3:1][C:2]1[CH:14]=[C:13]([CH2:15][NH:16][C:17]2[CH:18]=[C:19]([C:23]3[CH:28]=[CH:27][C:26]([C:29]([F:32])([F:31])[F:30])=[CH:25][CH:24]=3)[CH:20]=[CH:21][CH:22]=2)[CH:12]=[CH:11][C:3]=1[O:4][CH2:5][C:6]([O:8][CH2:9][CH3:10])=[O:7].[C:33](O)(=[O:37])[CH2:34][CH2:35][CH3:36].Cl.CN(C)CCCN=C=NCC.C(N(CC)CC)C.Cl, predict the reaction product. The product is: [C:33]([N:16]([CH2:15][C:13]1[CH:12]=[CH:11][C:3]([O:4][CH2:5][C:6]([O:8][CH2:9][CH3:10])=[O:7])=[C:2]([CH3:1])[CH:14]=1)[C:17]1[CH:18]=[C:19]([C:23]2[CH:24]=[CH:25][C:26]([C:29]([F:31])([F:30])[F:32])=[CH:27][CH:28]=2)[CH:20]=[CH:21][CH:22]=1)(=[O:37])[CH2:34][CH2:35][CH3:36]. (8) Given the reactants [CH3:1][N:2]1[C:6]2[C:7]([C:15](OC)=O)=[CH:8][CH:9]=[C:10]([C:11]([F:14])([F:13])[F:12])[C:5]=2[NH:4][C:3]1=[O:19].[CH2:20]([Mg]Br)[CH3:21].[CH2:24](OCC)[CH3:25].Cl, predict the reaction product. The product is: [CH2:24]([C:15]([C:7]1[C:6]2[N:2]([CH3:1])[C:3](=[O:19])[NH:4][C:5]=2[C:10]([C:11]([F:14])([F:13])[F:12])=[CH:9][CH:8]=1)=[CH:20][CH3:21])[CH3:25]. (9) Given the reactants [CH:1]1([N:4]([CH2:37][C:38]2[CH:43]=[C:42]([O:44][CH2:45][CH2:46][CH2:47][S:48]([CH3:51])(=[O:50])=[O:49])[N:41]=[C:40]([CH2:52][CH2:53][CH2:54][O:55][CH3:56])[CH:39]=2)[C:5](=[O:36])[CH:6]([CH2:16][C:17]2[CH:22]=[CH:21][C:20]([O:23][CH2:24][CH2:25][O:26][C:27]3[C:32]([Cl:33])=[CH:31][C:30]([CH3:34])=[CH:29][C:28]=3[Cl:35])=[CH:19][CH:18]=2)[CH2:7][NH:8][C:9](=[O:15])[O:10][C:11]([CH3:14])([CH3:13])[CH3:12])[CH2:3][CH2:2]1.ClC1C=C(C=CC=1)C(OO)=[O:62], predict the reaction product. The product is: [CH:1]1([N:4]([CH2:37][C:38]2[CH:43]=[C:42]([O:44][CH2:45][CH2:46][CH2:47][S:48]([CH3:51])(=[O:49])=[O:50])[N+:41]([O-:62])=[C:40]([CH2:52][CH2:53][CH2:54][O:55][CH3:56])[CH:39]=2)[C:5](=[O:36])[CH:6]([CH2:16][C:17]2[CH:22]=[CH:21][C:20]([O:23][CH2:24][CH2:25][O:26][C:27]3[C:32]([Cl:33])=[CH:31][C:30]([CH3:34])=[CH:29][C:28]=3[Cl:35])=[CH:19][CH:18]=2)[CH2:7][NH:8][C:9](=[O:15])[O:10][C:11]([CH3:13])([CH3:14])[CH3:12])[CH2:2][CH2:3]1. (10) Given the reactants [Br:1][C:2]1[CH:8]=[CH:7][C:5]([NH2:6])=[C:4]([N+:9]([O-:11])=[O:10])[C:3]=1[F:12].C(N(CC)CC)C.[F:20][C:21]([F:32])([F:31])[C:22](O[C:22](=[O:23])[C:21]([F:32])([F:31])[F:20])=[O:23], predict the reaction product. The product is: [Br:1][C:2]1[CH:8]=[CH:7][C:5]([NH:6][C:22](=[O:23])[C:21]([F:32])([F:31])[F:20])=[C:4]([N+:9]([O-:11])=[O:10])[C:3]=1[F:12].